The task is: Predict the product of the given reaction.. This data is from Forward reaction prediction with 1.9M reactions from USPTO patents (1976-2016). (1) Given the reactants [F:1][C:2]([F:44])([F:43])[C:3]1[CH:4]=[C:5]([CH:36]=[C:37]([C:39]([F:42])([F:41])[F:40])[CH:38]=1)[CH2:6][N:7]([CH2:15][C:16]1[CH:21]=[C:20]([C:22]([F:25])([F:24])[F:23])[CH:19]=[CH:18][C:17]=1[N:26]([CH2:29][CH:30]1[CH2:35][CH2:34][CH2:33][CH2:32][CH2:31]1)[CH2:27][CH3:28])[C:8]1[N:13]=[CH:12][C:11]([OH:14])=[CH:10][N:9]=1.Br[CH2:46][CH2:47][CH2:48][OH:49].C(=O)([O-])[O-].[K+].[K+].C(OCC)(=O)C, predict the reaction product. The product is: [F:44][C:2]([F:1])([F:43])[C:3]1[CH:4]=[C:5]([CH:36]=[C:37]([C:39]([F:40])([F:41])[F:42])[CH:38]=1)[CH2:6][N:7]([CH2:15][C:16]1[CH:21]=[C:20]([C:22]([F:25])([F:24])[F:23])[CH:19]=[CH:18][C:17]=1[N:26]([CH2:29][CH:30]1[CH2:35][CH2:34][CH2:33][CH2:32][CH2:31]1)[CH2:27][CH3:28])[C:8]1[N:9]=[CH:10][C:11]([O:14][CH2:46][CH2:47][CH2:48][OH:49])=[CH:12][N:13]=1. (2) Given the reactants [Br:1][C:2]1[N:6]2[CH2:7][CH2:8][N:9]([C:10](=[O:12])[CH3:11])[C:5]2=[N:4][C:3]=1[C:13]1[CH:18]=[CH:17][CH:16]=[C:15]([CH3:19])[N:14]=1.[C:20]([N:23]1C(C#N)CN2C=C(C3C=CC=C(C)N=3)N=C12)(=O)C.CC1N=C(C2N=C3N(C(=O)C)CCN3C=2)C=CC=1, predict the reaction product. The product is: [C:10]([N:9]1[CH:8]([C:20]#[N:23])[CH2:7][N:6]2[C:2]([Br:1])=[C:3]([C:13]3[CH:18]=[CH:17][CH:16]=[C:15]([CH3:19])[N:14]=3)[N:4]=[C:5]12)(=[O:12])[CH3:11]. (3) Given the reactants Cl[C:2]1[CH:7]=[CH:6][C:5]([C:8]([F:11])([F:10])[F:9])=[CH:4][C:3]=1[S:12]([NH:15][C:16]1[CH:21]=[CH:20][CH:19]=[CH:18][C:17]=1[NH:22][S:23]([C:26]1[S:30][C:29]2[CH:31]=[CH:32][CH:33]=[CH:34][C:28]=2[CH:27]=1)(=[O:25])=[O:24])(=[O:14])=[O:13].[CH3:35][O-:36].[Na+], predict the reaction product. The product is: [CH3:35][O:36][C:2]1[CH:7]=[CH:6][C:5]([C:8]([F:11])([F:10])[F:9])=[CH:4][C:3]=1[S:12]([NH:15][C:16]1[CH:21]=[CH:20][CH:19]=[CH:18][C:17]=1[NH:22][S:23]([C:26]1[S:30][C:29]2[CH:31]=[CH:32][CH:33]=[CH:34][C:28]=2[CH:27]=1)(=[O:25])=[O:24])(=[O:14])=[O:13]. (4) Given the reactants [F:1][C:2]1[C:3]([CH3:16])=[C:4]([NH:9][C:10]2[CH:15]=[CH:14][CH:13]=[CH:12][CH:11]=2)[C:5]([NH2:8])=[CH:6][CH:7]=1.C(OC([NH:24][C@@H:25]([CH3:29])[C:26](O)=O)=O)(C)(C)C.C1C=NC2N(O)N=NC=2C=1.CN1CCOCC1.[ClH:47].CN(C)CCCN=C=NCC, predict the reaction product. The product is: [ClH:47].[ClH:47].[F:1][C:2]1[CH:7]=[CH:6][C:5]2[N:8]=[C:26]([C@@H:25]([NH2:24])[CH3:29])[N:9]([C:10]3[CH:15]=[CH:14][CH:13]=[CH:12][CH:11]=3)[C:4]=2[C:3]=1[CH3:16]. (5) Given the reactants Br[C:2]1[CH:14]=[CH:13][C:5]2[NH:6][C:7](=[O:12])[O:8][C:9]([CH3:11])([CH3:10])[C:4]=2[CH:3]=1.[Cl:15][C:16]1[CH:17]=[C:18](B(O)O)[CH:19]=[CH:20][CH:21]=1.C(=O)([O-])[O-].[Na+].[Na+], predict the reaction product. The product is: [Cl:15][C:16]1[CH:21]=[C:20]([C:2]2[CH:14]=[CH:13][C:5]3[NH:6][C:7](=[O:12])[O:8][C:9]([CH3:11])([CH3:10])[C:4]=3[CH:3]=2)[CH:19]=[CH:18][CH:17]=1. (6) Given the reactants [CH:1]1([C:4]2[CH:24]=[CH:23][C:7]([CH2:8][NH:9][CH2:10][CH2:11][C:12]3[CH:17]=[CH:16][C:15](F)=[C:14]([C:19]([F:22])([F:21])[F:20])[CH:13]=3)=[CH:6][CH:5]=2)[CH2:3][CH2:2]1.[C:25]12(CC1)C1C(=CC(C=O)=CC=1)C[CH2:26]2.FC(F)(F)C1C=C(CCN)C=CC=1.[BH4-].[Na+], predict the reaction product. The product is: [F:21][C:19]([F:22])([F:20])[C:14]1[CH:13]=[C:12]([CH2:11][CH2:10][NH:9][CH2:8][C:7]2[CH:6]=[C:5]3[C:4](=[CH:24][CH:23]=2)[C:1]2([CH2:2][CH2:3]2)[CH2:26][CH2:25]3)[CH:17]=[CH:16][CH:15]=1.